From a dataset of NCI-60 drug combinations with 297,098 pairs across 59 cell lines. Regression. Given two drug SMILES strings and cell line genomic features, predict the synergy score measuring deviation from expected non-interaction effect. (1) Drug 1: C1C(C(OC1N2C=NC3=C(N=C(N=C32)Cl)N)CO)O. Drug 2: C1C(C(OC1N2C=NC3=C2NC=NCC3O)CO)O. Cell line: DU-145. Synergy scores: CSS=31.4, Synergy_ZIP=-10.1, Synergy_Bliss=-2.28, Synergy_Loewe=-11.5, Synergy_HSA=-0.144. (2) Cell line: SF-539. Drug 1: CS(=O)(=O)OCCCCOS(=O)(=O)C. Synergy scores: CSS=1.23, Synergy_ZIP=-3.84, Synergy_Bliss=-4.99, Synergy_Loewe=-3.92, Synergy_HSA=-3.58. Drug 2: CC12CCC3C(C1CCC2OP(=O)(O)O)CCC4=C3C=CC(=C4)OC(=O)N(CCCl)CCCl.[Na+].